From a dataset of Forward reaction prediction with 1.9M reactions from USPTO patents (1976-2016). Predict the product of the given reaction. (1) Given the reactants [S:1]1[CH2:6][CH2:5][NH:4][C:3]2[N:7]=[C:8]([CH2:11][OH:12])[CH:9]=[CH:10][C:2]1=2, predict the reaction product. The product is: [S:1]1[CH2:6][CH2:5][NH:4][C:3]2[N:7]=[C:8]([CH:11]=[O:12])[CH:9]=[CH:10][C:2]1=2. (2) Given the reactants [Cl:1][C:2]1[CH:7]=[CH:6][C:5]([C:8](=[O:17])[CH2:9][C:10]2[CH:15]=[CH:14][C:13]([Cl:16])=[CH:12][CH:11]=2)=[CH:4][CH:3]=1.C(OCC)(=[O:20])C, predict the reaction product. The product is: [Cl:1][C:2]1[CH:7]=[CH:6][C:5]([C:8](=[O:17])[C:9]([C:10]2[CH:15]=[CH:14][C:13]([Cl:16])=[CH:12][CH:11]=2)=[O:20])=[CH:4][CH:3]=1.